From a dataset of Forward reaction prediction with 1.9M reactions from USPTO patents (1976-2016). Predict the product of the given reaction. (1) Given the reactants [C:1]([CH2:3][C:4]1[CH:9]=[CH:8][CH:7]=[CH:6][C:5]=1[C:10]1[CH:15]=[CH:14][C:13]([C:16]([N:18]2[C:24]3[CH:25]=[CH:26][CH:27]=[CH:28][C:23]=3[CH2:22][N:21]3[C:29]([C:32]([NH:34][CH2:35][C:36]4[CH:37]=[N:38][CH:39]=[CH:40][CH:41]=4)=[O:33])=[CH:30][CH:31]=[C:20]3[CH2:19]2)=[O:17])=[CH:12][CH:11]=1)#[N:2].Cl.[NH2:43][OH:44].C(=O)([O-])[O-].[K+].[K+], predict the reaction product. The product is: [NH2:2][C:1](=[N:43][OH:44])[CH2:3][C:4]1[CH:9]=[CH:8][CH:7]=[CH:6][C:5]=1[C:10]1[CH:11]=[CH:12][C:13]([C:16]([N:18]2[C:24]3[CH:25]=[CH:26][CH:27]=[CH:28][C:23]=3[CH2:22][N:21]3[C:29]([C:32]([NH:34][CH2:35][C:36]4[CH:37]=[N:38][CH:39]=[CH:40][CH:41]=4)=[O:33])=[CH:30][CH:31]=[C:20]3[CH2:19]2)=[O:17])=[CH:14][CH:15]=1. (2) Given the reactants Br[C:2]1[CH:3]=[CH:4][C:5]([NH:8][C:9]2[C:10]([CH3:19])=[N:11][C:12]([C:15]([F:18])([F:17])[F:16])=[CH:13][CH:14]=2)=[N:6][CH:7]=1.[CH3:20][O:21][C:22](=[O:45])[CH2:23][CH:24]1[CH2:29][CH2:28][CH:27]([C:30]2[CH:35]=[CH:34][C:33](B3OC(C)(C)C(C)(C)O3)=[CH:32][CH:31]=2)[CH2:26][CH2:25]1.C(=O)([O-])[O-].[Na+].[Na+], predict the reaction product. The product is: [CH3:20][O:21][C:22](=[O:45])[CH2:23][CH:24]1[CH2:25][CH2:26][CH:27]([C:30]2[CH:31]=[CH:32][C:33]([C:2]3[CH:7]=[N:6][C:5]([NH:8][C:9]4[C:10]([CH3:19])=[N:11][C:12]([C:15]([F:18])([F:17])[F:16])=[CH:13][CH:14]=4)=[CH:4][CH:3]=3)=[CH:34][CH:35]=2)[CH2:28][CH2:29]1.